From a dataset of TCR-epitope binding with 47,182 pairs between 192 epitopes and 23,139 TCRs. Binary Classification. Given a T-cell receptor sequence (or CDR3 region) and an epitope sequence, predict whether binding occurs between them. (1) The epitope is DATYQRTRALVR. The TCR CDR3 sequence is CSARGDLRENSPLHF. Result: 0 (the TCR does not bind to the epitope). (2) Result: 0 (the TCR does not bind to the epitope). The TCR CDR3 sequence is CASSLRGGFDNSPLHF. The epitope is RLRAEAQVK. (3) The epitope is SSNVANYQK. The TCR CDR3 sequence is CASSLIPGPYNEQFF. Result: 0 (the TCR does not bind to the epitope). (4) The epitope is ILHCANFNV. The TCR CDR3 sequence is CASSRDSLTYNEQFF. Result: 1 (the TCR binds to the epitope). (5) The epitope is ELAGIGILTV. The TCR CDR3 sequence is CATSDFLTGEAFF. Result: 1 (the TCR binds to the epitope). (6) The epitope is HSKKKCDEL. The TCR CDR3 sequence is CASSPELRVHEQFF. Result: 0 (the TCR does not bind to the epitope). (7) The epitope is FLLNKEMYL. The TCR CDR3 sequence is CASSQSAFEQFF. Result: 0 (the TCR does not bind to the epitope).